This data is from Forward reaction prediction with 1.9M reactions from USPTO patents (1976-2016). The task is: Predict the product of the given reaction. (1) Given the reactants [Cl:1][C:2]1[C:3]([CH2:8][NH:9][C:10](=O)[CH3:11])=[N:4][CH:5]=[CH:6][N:7]=1.P(Cl)(Cl)(Cl)=O, predict the reaction product. The product is: [Cl:1][C:2]1[C:3]2[N:4]([C:10]([CH3:11])=[N:9][CH:8]=2)[CH:5]=[CH:6][N:7]=1. (2) Given the reactants [C:1]([C:3]1[C:8](=O)[NH:7][C:6](SC)=[N:5][C:4]=1[C:12]1[CH:17]=[CH:16][C:15]([Cl:18])=[C:14]([Cl:19])[CH:13]=1)#[N:2].ClC1C=C(C=CC=1Cl)C=O.[C:30](=[O:33])([O-])[O-].[K+].[K+].[C:36](CC(OCC)=O)#[N:37].S(O)(O)(=O)=O.[CH3:49][S:50][C:51](=[NH:53])N, predict the reaction product. The product is: [CH3:36][NH:37][C:30]([C:49]1[S:50][C:51]2[N:53]=[C:6]([NH:7][CH3:8])[N:5]=[C:4]([C:12]3[CH:17]=[CH:16][C:15]([Cl:18])=[C:14]([Cl:19])[CH:13]=3)[C:3]=2[C:1]=1[NH2:2])=[O:33]. (3) Given the reactants [N:1]([C:4]1[CH:9]=[CH:8][C:7]([O:10][CH3:11])=[CH:6][CH:5]=1)=[N+:2]=[N-:3].[Cl:12][C:13]1[CH:18]=[C:17]([F:19])[CH:16]=[CH:15][C:14]=1[CH2:20][C:21]#[N:22].C[O-].[Na+], predict the reaction product. The product is: [Cl:12][C:13]1[CH:18]=[C:17]([F:19])[CH:16]=[CH:15][C:14]=1[C:20]1[N:3]=[N:2][N:1]([C:4]2[CH:5]=[CH:6][C:7]([O:10][CH3:11])=[CH:8][CH:9]=2)[C:21]=1[NH2:22].